Dataset: Forward reaction prediction with 1.9M reactions from USPTO patents (1976-2016). Task: Predict the product of the given reaction. (1) Given the reactants [CH3:1][O:2][C:3]1[CH:4]=[C:5]([CH:19]=[CH:20][C:21]=1[O:22][CH3:23])[CH2:6][CH:7]1[C:16]2[C:11](=[CH:12][C:13]([O:17][CH3:18])=[CH:14][CH:15]=2)[CH2:10][CH2:9][NH:8]1.Br[CH2:25][C:26](Br)=[O:27].[C:29]1([CH2:39][NH2:40])[C:38]2[C:33](=[CH:34][CH:35]=[CH:36][CH:37]=2)[CH:32]=[CH:31][CH:30]=1, predict the reaction product. The product is: [CH3:1][O:2][C:3]1[CH:4]=[C:5]([CH:19]=[CH:20][C:21]=1[O:22][CH3:23])[CH2:6][CH:7]1[C:16]2[C:11](=[CH:12][C:13]([O:17][CH3:18])=[CH:14][CH:15]=2)[CH2:10][CH2:9][N:8]1[CH2:25][C:26]([NH:40][CH2:39][C:29]1[C:38]2[C:33](=[CH:34][CH:35]=[CH:36][CH:37]=2)[CH:32]=[CH:31][CH:30]=1)=[O:27]. (2) The product is: [F:2][C:3]1[CH:4]=[CH:5][C:6]([CH2:7][N:8]2[C:16]3[C:11](=[CH:12][C:13]([C:17]([NH:19][CH:20]4[CH2:24][CH2:23][N:22]([CH3:31])[CH2:21]4)=[O:18])=[CH:14][CH:15]=3)[C:10]([CH3:25])=[C:9]2[CH3:26])=[CH:27][CH:28]=1. Given the reactants Cl.[F:2][C:3]1[CH:28]=[CH:27][C:6]([CH2:7][N:8]2[C:16]3[C:11](=[CH:12][C:13]([C:17]([NH:19][CH:20]4[CH2:24][CH2:23][NH:22][CH2:21]4)=[O:18])=[CH:14][CH:15]=3)[C:10]([CH3:25])=[C:9]2[CH3:26])=[CH:5][CH:4]=1.C=O.[C:31](O[BH-](OC(=O)C)OC(=O)C)(=O)C.[Na+].[OH-].[Na+], predict the reaction product. (3) Given the reactants [F:1][C:2]1[CH:3]=[C:4]([OH:9])[CH:5]=[C:6]([F:8])[CH:7]=1.[OH-:10].[K+].[CH2:12]=O.Cl, predict the reaction product. The product is: [F:1][C:2]1[CH:3]=[C:4]([OH:9])[CH:5]=[C:6]([F:8])[C:7]=1[CH2:12][OH:10]. (4) Given the reactants [F:1][C:2]1([C:6]2[NH:10][C:9]3[CH:11]=[CH:12][CH:13]=[CH:14][C:8]=3[N:7]=2)[CH2:5][O:4][CH2:3]1.Cl[C:16]1[N:24]=[C:23]2[C:19]([N:20]=[C:21]([CH2:26][N:27]3[CH2:32][CH2:31][CH:30]([C:33]([OH:36])([CH3:35])[CH3:34])[CH2:29][CH2:28]3)[N:22]2[CH3:25])=[C:18]([N:37]2[CH2:42][CH2:41][O:40][CH2:39][CH2:38]2)[N:17]=1, predict the reaction product. The product is: [F:1][C:2]1([C:6]2[N:7]([C:16]3[N:24]=[C:23]4[C:19]([N:20]=[C:21]([CH2:26][N:27]5[CH2:32][CH2:31][CH:30]([C:33]([OH:36])([CH3:35])[CH3:34])[CH2:29][CH2:28]5)[N:22]4[CH3:25])=[C:18]([N:37]4[CH2:38][CH2:39][O:40][CH2:41][CH2:42]4)[N:17]=3)[C:8]3[CH:14]=[CH:13][CH:12]=[CH:11][C:9]=3[N:10]=2)[CH2:3][O:4][CH2:5]1. (5) The product is: [Cl:17][C:11]1[CH:10]=[C:9]([NH:8][C:6]2[N:5]=[C:4]([Cl:26])[N:3]=[C:2]([Cl:1])[N:7]=2)[CH:14]=[CH:13][C:12]=1[O:15][CH3:16]. Given the reactants [Cl:1][C:2]1[N:7]=[C:6]([NH:8][C:9]2[CH:14]=[CH:13][C:12]([O:15][CH3:16])=[C:11]([Cl:17])[CH:10]=2)[N:5]=[C:4](NC2CCCCCC2)[N:3]=1.[Cl:26]C1N=C(NC2C=CC(OC)=C(Cl)C=2)N=C(NC2C=CC(OCC)=C(Cl)C=2)N=1, predict the reaction product. (6) The product is: [F:26][C:24]12[CH2:25][CH:3]1[C:4](=[O:5])[C:6]1[N:10]([CH2:11][C:12]3[CH:13]=[CH:14][C:15]([O:18][CH3:19])=[CH:16][CH:17]=3)[N:9]=[C:8]([C:20]([F:22])([F:23])[F:21])[C:7]=12. Given the reactants [N+](=[CH:3][C:4]([C:6]1[N:10]([CH2:11][C:12]2[CH:17]=[CH:16][C:15]([O:18][CH3:19])=[CH:14][CH:13]=2)[N:9]=[C:8]([C:20]([F:23])([F:22])[F:21])[C:7]=1[C:24]([F:26])=[CH2:25])=[O:5])=[N-], predict the reaction product. (7) Given the reactants [Br:1][C:2]1[CH:3]=[C:4]([CH:8]=[CH:9][C:10]=1[CH3:11])[C:5]([NH2:7])=[O:6].C1(=O)O[CH:15]=[CH:14]O1, predict the reaction product. The product is: [Br:1][C:2]1[CH:3]=[C:4]([C:5]2[O:6][CH:14]=[CH:15][N:7]=2)[CH:8]=[CH:9][C:10]=1[CH3:11]. (8) Given the reactants [Cl:1][C:2]1[CH:7]=[C:6]2[NH:8][C:9](=[O:41])[C:10]3([CH:15]([C:16]4[CH:21]=[C:20]([Cl:22])[CH:19]=[CH:18][C:17]=4[O:23][C:24]([C:27]([O:29][CH3:30])=[O:28])([CH3:26])[CH3:25])[CH2:14][C:13](=O)[NH:12][CH:11]3[C:32]3[C:37]([F:38])=[C:36]([F:39])[CH:35]=[CH:34][C:33]=3[CH3:40])[C:5]2=[CH:4][CH:3]=1.P12(SP3(SP(SP(S3)(S1)=S)(=S)S2)=S)=[S:43], predict the reaction product. The product is: [Cl:1][C:2]1[CH:7]=[C:6]2[NH:8][C:9](=[O:41])[C:10]3([CH:15]([C:16]4[CH:21]=[C:20]([Cl:22])[CH:19]=[CH:18][C:17]=4[O:23][C:24]([C:27]([O:29][CH3:30])=[O:28])([CH3:26])[CH3:25])[CH2:14][C:13](=[S:43])[NH:12][CH:11]3[C:32]3[C:37]([F:38])=[C:36]([F:39])[CH:35]=[CH:34][C:33]=3[CH3:40])[C:5]2=[CH:4][CH:3]=1.